From a dataset of NCI-60 drug combinations with 297,098 pairs across 59 cell lines. Regression. Given two drug SMILES strings and cell line genomic features, predict the synergy score measuring deviation from expected non-interaction effect. (1) Drug 1: CS(=O)(=O)C1=CC(=C(C=C1)C(=O)NC2=CC(=C(C=C2)Cl)C3=CC=CC=N3)Cl. Drug 2: CC1CCCC2(C(O2)CC(NC(=O)CC(C(C(=O)C(C1O)C)(C)C)O)C(=CC3=CSC(=N3)C)C)C. Cell line: NCI-H322M. Synergy scores: CSS=5.27, Synergy_ZIP=4.62, Synergy_Bliss=2.89, Synergy_Loewe=0.856, Synergy_HSA=1.42. (2) Drug 1: C1CCN(CC1)CCOC2=CC=C(C=C2)C(=O)C3=C(SC4=C3C=CC(=C4)O)C5=CC=C(C=C5)O. Drug 2: CC1CCCC2(C(O2)CC(NC(=O)CC(C(C(=O)C(C1O)C)(C)C)O)C(=CC3=CSC(=N3)C)C)C. Cell line: RPMI-8226. Synergy scores: CSS=-7.83, Synergy_ZIP=7.25, Synergy_Bliss=13.3, Synergy_Loewe=-14.4, Synergy_HSA=-2.32. (3) Drug 1: C1CC(C1)(C(=O)O)C(=O)O.[NH2-].[NH2-].[Pt+2]. Drug 2: CC1=C2C(C(=O)C3(C(CC4C(C3C(C(C2(C)C)(CC1OC(=O)C(C(C5=CC=CC=C5)NC(=O)OC(C)(C)C)O)O)OC(=O)C6=CC=CC=C6)(CO4)OC(=O)C)O)C)O. Cell line: HCC-2998. Synergy scores: CSS=12.4, Synergy_ZIP=-4.97, Synergy_Bliss=-6.82, Synergy_Loewe=-3.06, Synergy_HSA=-4.80. (4) Drug 1: CCCCC(=O)OCC(=O)C1(CC(C2=C(C1)C(=C3C(=C2O)C(=O)C4=C(C3=O)C=CC=C4OC)O)OC5CC(C(C(O5)C)O)NC(=O)C(F)(F)F)O. Drug 2: C1=NC2=C(N=C(N=C2N1C3C(C(C(O3)CO)O)F)Cl)N. Cell line: SN12C. Synergy scores: CSS=57.0, Synergy_ZIP=-1.61, Synergy_Bliss=-0.406, Synergy_Loewe=-12.3, Synergy_HSA=0.122.